From a dataset of Peptide-MHC class I binding affinity with 185,985 pairs from IEDB/IMGT. Regression. Given a peptide amino acid sequence and an MHC pseudo amino acid sequence, predict their binding affinity value. This is MHC class I binding data. (1) The peptide sequence is RWASGVSEI. The MHC is HLA-A02:19 with pseudo-sequence HLA-A02:19. The binding affinity (normalized) is 0.0847. (2) The peptide sequence is YLDNVGVHI. The MHC is HLA-A11:01 with pseudo-sequence HLA-A11:01. The binding affinity (normalized) is 0.213.